Dataset: Forward reaction prediction with 1.9M reactions from USPTO patents (1976-2016). Task: Predict the product of the given reaction. Given the reactants C[O-].[Na+].C[O:5][C:6]1[CH:11]=[CH:10][CH:9]=[CH:8][C:7]=1[C:12](=[NH:14])[NH2:13].[CH3:15][C:16]1([CH3:27])[CH2:21][CH2:20][CH2:19][C:18](=O)[CH:17]1[C:23](OC)=[O:24], predict the reaction product. The product is: [OH:5][C:6]1[CH:11]=[CH:10][CH:9]=[CH:8][C:7]=1[C:12]1[NH:13][C:18]2[CH2:19][CH2:20][CH2:21][C:16]([CH3:27])([CH3:15])[C:17]=2[C:23](=[O:24])[N:14]=1.